Dataset: Blood-brain barrier permeability regression values from the B3DB database. Task: Regression/Classification. Given a drug SMILES string, predict its absorption, distribution, metabolism, or excretion properties. Task type varies by dataset: regression for continuous measurements (e.g., permeability, clearance, half-life) or binary classification for categorical outcomes (e.g., BBB penetration, CYP inhibition). For this dataset (b3db_regression), we predict Y. (1) The molecule is C(Cl)(Cl)Cl. The Y is 0.300 log(BB ratio). (2) The drug is CCCC(C)C1(C(=O)NC(=O)NC1=O)CC=C. The Y is 0.200 log(BB ratio). (3) The molecule is COC1=CC=CC=C1N2CCN(CC2)CCN(C3=CC=CC=N3)C(=O)C4=CC=C(C=C4)F. The Y is 0.0900 log(BB ratio).